The task is: Predict which catalyst facilitates the given reaction.. This data is from Catalyst prediction with 721,799 reactions and 888 catalyst types from USPTO. Reactant: [CH2:1]([NH:8][CH2:9][C:10]([F:13])([F:12])[F:11])[C:2]1[CH:7]=[CH:6][CH:5]=[CH:4][CH:3]=1.[OH-].[Na+].[Cl:16][C:17]1[N:22]=[CH:21][N:20]=[C:19]([C:23](Cl)=[O:24])[CH:18]=1.C(=O)([O-])O.[Na+]. Product: [CH2:1]([N:8]([CH2:9][C:10]([F:12])([F:11])[F:13])[C:23]([C:19]1[CH:18]=[C:17]([Cl:16])[N:22]=[CH:21][N:20]=1)=[O:24])[C:2]1[CH:7]=[CH:6][CH:5]=[CH:4][CH:3]=1. The catalyst class is: 4.